This data is from Reaction yield outcomes from USPTO patents with 853,638 reactions. The task is: Predict the reaction yield, written as a fraction of the theoretical maximum amount of product (1.0 means a 100% yield; for example, 0.34 means a 34% yield). (1) The reactants are C[N:2](C)[CH:3]=[CH:4][C:5]([C:7]1[C:12](=[O:13])[CH:11]=[CH:10][N:9]([C:14]2[CH:19]=[CH:18][CH:17]=[CH:16][C:15]=2[F:20])[N:8]=1)=O.[C:22]1([NH:28]N)[CH:27]=[CH:26][CH:25]=[CH:24][CH:23]=1. The catalyst is CO. The product is [F:20][C:15]1[CH:16]=[CH:17][CH:18]=[CH:19][C:14]=1[N:9]1[CH:10]=[CH:11][C:12](=[O:13])[C:7]([C:5]2[N:28]([C:22]3[CH:27]=[CH:26][CH:25]=[CH:24][CH:23]=3)[N:2]=[CH:3][CH:4]=2)=[N:8]1. The yield is 0.310. (2) The reactants are Cl[C:2]1[C:7]2[C:8](=[O:22])[N:9]([CH2:11][C:12]3[CH:17]=[CH:16][C:15]([O:18][CH3:19])=[CH:14][C:13]=3[O:20][CH3:21])[CH2:10][C:6]=2[C:5]([F:23])=[C:4]([NH:24][C@H:25]2[CH2:30][CH2:29][CH2:28][CH2:27][C@H:26]2[NH:31][C:32](=[O:38])[O:33][C:34]([CH3:37])([CH3:36])[CH3:35])[N:3]=1.[CH3:39][N:40]1[CH:44]=[C:43](B2OC(C)(C)C(C)(C)O2)[CH:42]=[N:41]1.C(=O)([O-])[O-].[Na+].[Na+]. The catalyst is COCCOC.Cl[Pd](Cl)([P](C1C=CC=CC=1)(C1C=CC=CC=1)C1C=CC=CC=1)[P](C1C=CC=CC=1)(C1C=CC=CC=1)C1C=CC=CC=1. The product is [CH3:21][O:20][C:13]1[CH:14]=[C:15]([O:18][CH3:19])[CH:16]=[CH:17][C:12]=1[CH2:11][N:9]1[CH2:10][C:6]2[C:5]([F:23])=[C:4]([NH:24][C@H:25]3[CH2:30][CH2:29][CH2:28][CH2:27][C@H:26]3[NH:31][C:32](=[O:38])[O:33][C:34]([CH3:37])([CH3:36])[CH3:35])[N:3]=[C:2]([C:43]3[CH:42]=[N:41][N:40]([CH3:39])[CH:44]=3)[C:7]=2[C:8]1=[O:22]. The yield is 0.640.